From a dataset of Reaction yield outcomes from USPTO patents with 853,638 reactions. Predict the reaction yield, written as a fraction of the theoretical maximum amount of product (1.0 means a 100% yield; for example, 0.34 means a 34% yield). The reactants are [Cl:1][C:2]1[CH:7]=[CH:6][C:5]([O:8]C)=[CH:4][C:3]=1[C:10]1[CH:20]=[C:19]([CH3:21])[C:13]2[N:14]=[C:15]([NH2:18])[N:16]=[N:17][C:12]=2[CH:11]=1.B(Br)(Br)Br. The catalyst is C(Cl)Cl. The product is [NH2:18][C:15]1[N:16]=[N:17][C:12]2[CH:11]=[C:10]([C:3]3[CH:4]=[C:5]([OH:8])[CH:6]=[CH:7][C:2]=3[Cl:1])[CH:20]=[C:19]([CH3:21])[C:13]=2[N:14]=1. The yield is 0.730.